Dataset: Reaction yield outcomes from USPTO patents with 853,638 reactions. Task: Predict the reaction yield, written as a fraction of the theoretical maximum amount of product (1.0 means a 100% yield; for example, 0.34 means a 34% yield). (1) The reactants are C[O:2][C:3]1[CH:4]=[C:5]([C:11]2[CH:16]=[CH:15][CH:14]=[C:13]([O:17]C)[CH:12]=2)[CH:6]=[C:7]([O:9]C)[CH:8]=1.B(Br)(Br)Br. The catalyst is C(Cl)Cl. The product is [OH:2][C:3]1[CH:4]=[C:5]([C:11]2[CH:16]=[CH:15][CH:14]=[C:13]([OH:17])[CH:12]=2)[CH:6]=[C:7]([OH:9])[CH:8]=1. The yield is 0.940. (2) The reactants are [F:1][C:2]1[CH:10]=[C:9]2[C:5]([C:6](I)=[CH:7][N:8]2[S:11]([C:14]2[CH:19]=[CH:18][CH:17]=[CH:16][CH:15]=2)(=[O:13])=[O:12])=[CH:4][CH:3]=1.CC1(C)C(C)(C)OB([C:29]2[CH:30]=[N:31][N:32]([C:34]([O:36][C:37]([CH3:40])([CH3:39])[CH3:38])=[O:35])[CH:33]=2)O1.[O-]P([O-])([O-])=O.[K+].[K+].[K+]. The catalyst is O1CCOCC1.O.C1C=CC(P(C2C=CC=CC=2)[C-]2C=CC=C2)=CC=1.C1C=CC(P(C2C=CC=CC=2)[C-]2C=CC=C2)=CC=1.Cl[Pd]Cl.[Fe+2]. The product is [F:1][C:2]1[CH:10]=[C:9]2[C:5]([C:6]([C:29]3[CH:30]=[N:31][N:32]([C:34]([O:36][C:37]([CH3:40])([CH3:39])[CH3:38])=[O:35])[CH:33]=3)=[CH:7][N:8]2[S:11]([C:14]2[CH:19]=[CH:18][CH:17]=[CH:16][CH:15]=2)(=[O:13])=[O:12])=[CH:4][CH:3]=1. The yield is 0.610. (3) The reactants are [CH3:1][O:2][C:3](=[O:19])[C:4]1[CH:9]=[CH:8][CH:7]=[CH:6][C:5]=1[NH:10][CH2:11][C:12]1[CH:17]=[CH:16][N:15]=[C:14](Br)[CH:13]=1.P([O-])([O-])([O-])=O.[K+].[K+].[K+].[NH:28]1[CH2:32][CH2:31][CH2:30][C:29]1=[O:33].O. The catalyst is O1CCOCC1.[Cu]I. The product is [CH3:1][O:2][C:3](=[O:19])[C:4]1[CH:9]=[CH:8][CH:7]=[CH:6][C:5]=1[NH:10][CH2:11][C:12]1[CH:17]=[CH:16][N:15]=[C:14]([N:28]2[CH2:32][CH2:31][CH2:30][C:29]2=[O:33])[CH:13]=1. The yield is 0.770. (4) The product is [C:35]([O:34][C:32](=[O:33])[CH2:31][N:17]1[C:18]2[C:23](=[CH:22][CH:21]=[CH:20][CH:19]=2)[C:15]([CH2:14][C@H:9]([NH:8][C:6]([O:5][C:1]([CH3:4])([CH3:2])[CH3:3])=[O:7])[C:10]([O:12][CH3:13])=[O:11])=[CH:16]1)([CH3:38])([CH3:37])[CH3:36]. The catalyst is CN(C=O)C. The reactants are [C:1]([O:5][C:6]([NH:8][C@@H:9]([CH2:14][C:15]1[C:23]2[C:18](=[CH:19][CH:20]=[CH:21][CH:22]=2)[NH:17][CH:16]=1)[C:10]([O:12][CH3:13])=[O:11])=[O:7])([CH3:4])([CH3:3])[CH3:2].C(=O)([O-])[O-].[Cs+].[Cs+].Br[CH2:31][C:32]([O:34][C:35]([CH3:38])([CH3:37])[CH3:36])=[O:33]. The yield is 0.860.